This data is from Catalyst prediction with 721,799 reactions and 888 catalyst types from USPTO. The task is: Predict which catalyst facilitates the given reaction. Reactant: [F:1][C:2]1[CH:3]=[CH:4][C:5]2[N:10]([C:11]3[CH:16]=[CH:15][CH:14]=[CH:13][C:12]=3F)[S:9](=[O:19])(=[O:18])[CH:8]([CH2:20][CH2:21][CH2:22][NH:23][CH3:24])[CH2:7][C:6]=2[CH:25]=1.BrC1C=CC(F)=CC=1CCS([Cl:39])(=O)=O.ClC1C=CC=CC=1N.CN(C)CC. Product: [Cl:39][C:12]1[CH:13]=[CH:14][CH:15]=[CH:16][C:11]=1[N:10]1[C:5]2[CH:4]=[CH:3][C:2]([F:1])=[CH:25][C:6]=2[CH2:7][CH:8]([CH2:20][CH2:21][CH2:22][NH:23][CH3:24])[S:9]1(=[O:19])=[O:18]. The catalyst class is: 5.